Dataset: Full USPTO retrosynthesis dataset with 1.9M reactions from patents (1976-2016). Task: Predict the reactants needed to synthesize the given product. (1) Given the product [O:1]1[C:6]2[CH:7]=[CH:8][C:9]([CH2:11][N:12]([CH:20]3[CH2:25][CH2:24][N:23]([CH2:38][CH2:37][N:28]4[C:29]5[C:34](=[CH:33][CH:32]=[CH:31][CH:30]=5)[N:35]=[CH:36][C:27]4=[O:26])[CH2:22][CH2:21]3)[C:13](=[O:19])[O:14][C:15]([CH3:18])([CH3:16])[CH3:17])=[CH:10][C:5]=2[O:4][CH2:3][CH2:2]1, predict the reactants needed to synthesize it. The reactants are: [O:1]1[C:6]2[CH:7]=[CH:8][C:9]([CH2:11][N:12]([CH:20]3[CH2:25][CH2:24][NH:23][CH2:22][CH2:21]3)[C:13](=[O:19])[O:14][C:15]([CH3:18])([CH3:17])[CH3:16])=[CH:10][C:5]=2[O:4][CH2:3][CH2:2]1.[O:26]=[C:27]1[CH:36]=[N:35][C:34]2[C:29](=[CH:30][CH:31]=[CH:32][CH:33]=2)[N:28]1[CH2:37][CH:38]=O.C(O[BH-](OC(=O)C)OC(=O)C)(=O)C.[Na+].C(=O)([O-])O.[Na+]. (2) Given the product [CH3:1][CH2:2][C:3]([N:26]([CH3:28])[CH3:27])([C:20]1[CH:25]=[CH:24][CH:23]=[CH:22][CH:21]=1)[CH2:4][O:5][C:6]([C:8]1[CH:13]=[C:12]([O:14][CH3:15])[C:11]([O:16][CH3:17])=[C:10]([O:18][CH3:19])[CH:9]=1)=[O:7].[C:29]([C:32]1[CH:33]=[C:34]([S:38]([O-:41])(=[O:40])=[O:39])[CH:35]=[CH:36][CH:37]=1)(=[S:31])[NH2:30], predict the reactants needed to synthesize it. The reactants are: [CH3:1][CH2:2][C:3]([N:26]([CH3:28])[CH3:27])([C:20]1[CH:21]=[CH:22][CH:23]=[CH:24][CH:25]=1)[CH2:4][O:5][C:6]([C:8]1[CH:9]=[C:10]([O:18][CH3:19])[C:11]([O:16][CH3:17])=[C:12]([O:14][CH3:15])[CH:13]=1)=[O:7].[C:29]([C:32]1[CH:33]=[C:34]([S:38]([OH:41])(=[O:40])=[O:39])[CH:35]=[CH:36][CH:37]=1)(=[S:31])[NH2:30]. (3) Given the product [CH3:1][N:3]=[S:4]1(=[O:18])[CH2:5][CH2:6][N:7]([C:10]2[N:15]=[CH:14][C:13]([C:16]#[N:17])=[CH:12][CH:11]=2)[CH2:8][CH2:9]1, predict the reactants needed to synthesize it. The reactants are: [CH2:1]=O.[NH:3]=[S:4]1(=[O:18])[CH2:9][CH2:8][N:7]([C:10]2[N:15]=[CH:14][C:13]([C:16]#[N:17])=[CH:12][CH:11]=2)[CH2:6][CH2:5]1.O. (4) Given the product [CH3:1][C@H:2]1[C@@H:7]2[CH2:8][CH2:9][C@:10]3([CH3:12])[O:25][O:26][C@:6]42[C@H:5]([C@@H:13]([CH3:14])[C:15]([O:17][C@@H:11]4[O:19]3)=[O:16])[CH2:4][CH2:3]1, predict the reactants needed to synthesize it. The reactants are: [CH3:1][C@H:2]1[C@@H:7]2[CH2:8][CH2:9][C:10]([CH3:12])=[CH:11][C@@H:6]2[C@H:5]([C@H:13]([C:15]([OH:17])=[O:16])[CH3:14])[CH2:4][CH2:3]1.C(O)(C(F)(F)F)=[O:19].[O:25]=[O:26]. (5) Given the product [C:27]([C:31]1[CH:32]=[CH:33][C:34]([C:37]2[C:45]3[C:40](=[CH:41][CH:42]=[CH:43][CH:44]=3)[N:39]([CH2:15][C:13]3[CH:12]=[C:11]([C:17]4[CH:18]=[CH:19][C:20]([C:23]([O:25][CH3:26])=[O:24])=[CH:21][CH:22]=4)[CH:10]=[C:9]([OH:8])[CH:14]=3)[C:38]=2[C:46]([O:48][CH2:49][CH3:50])=[O:47])=[CH:35][CH:36]=1)([CH3:30])([CH3:28])[CH3:29], predict the reactants needed to synthesize it. The reactants are: C([O:8][C:9]1[CH:10]=[C:11]([C:17]2[CH:22]=[CH:21][C:20]([C:23]([O:25][CH3:26])=[O:24])=[CH:19][CH:18]=2)[CH:12]=[C:13]([CH2:15]Cl)[CH:14]=1)C1C=CC=CC=1.[C:27]([C:31]1[CH:36]=[CH:35][C:34]([C:37]2[C:45]3[C:40](=[CH:41][CH:42]=[CH:43][CH:44]=3)[NH:39][C:38]=2[C:46]([O:48][CH2:49][CH3:50])=[O:47])=[CH:33][CH:32]=1)([CH3:30])([CH3:29])[CH3:28].C([O-])([O-])=O.[K+].[K+].CCOC(C)=O. (6) The reactants are: [NH2:1][C:2]1[CH:11]=[CH:10][C:9]2[C:4](=[CH:5][CH:6]=[CH:7][CH:8]=2)[C:3]=1[C:12]1[C:21]2[C:16](=[CH:17][CH:18]=[CH:19][CH:20]=2)[CH:15]=[CH:14][C:13]=1[P:22]([C:29]1[CH:34]=[CH:33][CH:32]=[CH:31][CH:30]=1)[C:23]1[CH:28]=[CH:27][CH:26]=[CH:25][CH:24]=1.N1C=CC=CC=1.[C:41](Cl)(=[O:48])[C:42]1[CH:47]=[CH:46][CH:45]=[CH:44][CH:43]=1.[Cl-].[NH4+]. Given the product [C:41]([NH:1][C:2]1[CH:11]=[CH:10][C:9]2[C:4](=[CH:5][CH:6]=[CH:7][CH:8]=2)[C:3]=1[C:12]1[C:21]2[C:16](=[CH:17][CH:18]=[CH:19][CH:20]=2)[CH:15]=[CH:14][C:13]=1[P:22]([C:29]1[CH:30]=[CH:31][CH:32]=[CH:33][CH:34]=1)[C:23]1[CH:24]=[CH:25][CH:26]=[CH:27][CH:28]=1)(=[O:48])[C:42]1[CH:47]=[CH:46][CH:45]=[CH:44][CH:43]=1, predict the reactants needed to synthesize it. (7) Given the product [C:1]([O:5][C:6]([N:8]1[CH2:13][CH2:12][CH:11]([O:14][C:15]2[CH:32]=[C:31]([N:33]3[CH2:34][CH2:35][CH2:36][CH2:37]3)[CH:30]=[CH:29][C:16]=2[C:17]([NH:19][C:20]2[CH:24]=[CH:23][S:22][C:21]=2[C:25]([OH:27])=[O:26])=[O:18])[CH2:10][CH2:9]1)=[O:7])([CH3:4])([CH3:2])[CH3:3], predict the reactants needed to synthesize it. The reactants are: [C:1]([O:5][C:6]([N:8]1[CH2:13][CH2:12][CH:11]([O:14][C:15]2[CH:32]=[C:31]([N:33]3[CH2:37][CH2:36][CH2:35][CH2:34]3)[CH:30]=[CH:29][C:16]=2[C:17]([NH:19][C:20]2[CH:24]=[CH:23][S:22][C:21]=2[C:25]([O:27]C)=[O:26])=[O:18])[CH2:10][CH2:9]1)=[O:7])([CH3:4])([CH3:3])[CH3:2].CCO.[OH-].[K+]. (8) The reactants are: [N:1]([C:4]1[CH:5]=[CH:6][C:7]([CH3:10])=[N:8][CH:9]=1)=[C:2]=[O:3].C([O-])(O)=O.[Na+].[NH2:16][C:17]1[CH:18]=[C:19]([CH:35]=[CH:36][CH:37]=1)[CH2:20][CH2:21][N:22]1[CH2:27][CH2:26][N:25]([C:28]([O:30][C:31]([CH3:34])([CH3:33])[CH3:32])=[O:29])[CH2:24][CH2:23]1. Given the product [CH3:10][C:7]1[N:8]=[CH:9][C:4]([NH:1][C:2](=[O:3])[NH:16][C:17]2[CH:18]=[C:19]([CH:35]=[CH:36][CH:37]=2)[CH2:20][CH2:21][N:22]2[CH2:23][CH2:24][N:25]([C:28]([O:30][C:31]([CH3:33])([CH3:34])[CH3:32])=[O:29])[CH2:26][CH2:27]2)=[CH:5][CH:6]=1, predict the reactants needed to synthesize it. (9) Given the product [O:6]1[C:11]2[CH:12]=[CH:13][C:14]([C:16]3[N:17]=[C:18]([CH3:21])[S:19][C:20]=3[CH:23]([OH:24])[C:22]([O:26][CH2:27][CH3:28])=[O:25])=[CH:15][C:10]=2[CH2:9][CH2:8][CH2:7]1, predict the reactants needed to synthesize it. The reactants are: C([Li])CCC.[O:6]1[C:11]2[CH:12]=[CH:13][C:14]([C:16]3[N:17]=[C:18]([CH3:21])[S:19][CH:20]=3)=[CH:15][C:10]=2[CH2:9][CH2:8][CH2:7]1.[C:22]([O:26][CH2:27][CH3:28])(=[O:25])[CH:23]=[O:24].C1(C)C=CC=CC=1. (10) Given the product [CH:29]([N:1]1[CH2:6][CH2:5][CH2:4][C@@H:3]([N:7]2[C:11]3[CH:12]=[CH:13][CH:14]=[CH:15][C:10]=3[N:9]=[C:8]2[C@@H:16]([NH:18][C:19]2[N:27]=[CH:26][N:25]=[C:24]3[C:20]=2[N:21]=[CH:22][NH:23]3)[CH3:17])[CH2:2]1)([CH3:31])[CH3:28], predict the reactants needed to synthesize it. The reactants are: [NH:1]1[CH2:6][CH2:5][CH2:4][C@@H:3]([N:7]2[C:11]3[CH:12]=[CH:13][CH:14]=[CH:15][C:10]=3[N:9]=[C:8]2[C@@H:16]([NH:18][C:19]2[N:27]=[CH:26][N:25]=[C:24]3[C:20]=2[N:21]=[CH:22][NH:23]3)[CH3:17])[CH2:2]1.[CH3:28][C:29]([CH3:31])=O.C(O[BH-](OC(=O)C)OC(=O)C)(=O)C.[Na+].[OH-].[Na+].